From a dataset of Peptide-MHC class I binding affinity with 185,985 pairs from IEDB/IMGT. Regression. Given a peptide amino acid sequence and an MHC pseudo amino acid sequence, predict their binding affinity value. This is MHC class I binding data. (1) The peptide sequence is VTDLENRLKK. The MHC is HLA-A03:01 with pseudo-sequence HLA-A03:01. The binding affinity (normalized) is 0.476. (2) The peptide sequence is ERNPYENIL. The MHC is HLA-A03:01 with pseudo-sequence HLA-A03:01. The binding affinity (normalized) is 0.0847. (3) The peptide sequence is FMIDWILDA. The MHC is HLA-A03:01 with pseudo-sequence HLA-A03:01. The binding affinity (normalized) is 0.0847. (4) The peptide sequence is RGPDAFRF. The MHC is HLA-B15:01 with pseudo-sequence HLA-B15:01. The binding affinity (normalized) is 0.256. (5) The MHC is HLA-B15:01 with pseudo-sequence HLA-B15:01. The binding affinity (normalized) is 0.0545. The peptide sequence is DLGPAFTEL. (6) The peptide sequence is TPKAQREIF. The MHC is HLA-B08:01 with pseudo-sequence HLA-B08:01. The binding affinity (normalized) is 0.